This data is from NCI-60 drug combinations with 297,098 pairs across 59 cell lines. The task is: Regression. Given two drug SMILES strings and cell line genomic features, predict the synergy score measuring deviation from expected non-interaction effect. (1) Synergy scores: CSS=26.8, Synergy_ZIP=-6.78, Synergy_Bliss=1.11, Synergy_Loewe=-11.4, Synergy_HSA=2.60. Cell line: SK-OV-3. Drug 2: CS(=O)(=O)CCNCC1=CC=C(O1)C2=CC3=C(C=C2)N=CN=C3NC4=CC(=C(C=C4)OCC5=CC(=CC=C5)F)Cl. Drug 1: CCC1=C2CN3C(=CC4=C(C3=O)COC(=O)C4(CC)O)C2=NC5=C1C=C(C=C5)O. (2) Drug 1: C1=NC2=C(N=C(N=C2N1C3C(C(C(O3)CO)O)F)Cl)N. Synergy scores: CSS=0.648, Synergy_ZIP=1.36, Synergy_Bliss=3.21, Synergy_Loewe=0.676, Synergy_HSA=0.671. Drug 2: C(CN)CNCCSP(=O)(O)O. Cell line: IGROV1.